The task is: Predict the reaction yield, written as a fraction of the theoretical maximum amount of product (1.0 means a 100% yield; for example, 0.34 means a 34% yield).. This data is from Reaction yield outcomes from USPTO patents with 853,638 reactions. (1) The reactants are [F:1][C:2]([C:6]1[C:11]([CH3:12])=[CH:10][C:9](B(O)O)=[CH:8][C:7]=1[CH3:16])([F:5])[CH2:3][OH:4].[NH2:17][C:18]1[CH:19]=[C:20]2[C:25](=[CH:26][CH:27]=1)[C:24]([N:28]([C:36]([O:38][C:39]([CH3:42])([CH3:41])[CH3:40])=[O:37])[C:29]([O:31][C:32]([CH3:35])([CH3:34])[CH3:33])=[O:30])=[N:23][CH:22]=[CH:21]2.O.[C:44]([OH:48])(=O)[CH:45]=O.Cl.[CH:50]1([S:53]([C:56]2[CH:62]=[CH:61][C:59]([NH2:60])=[CH:58][C:57]=2[CH2:63][NH:64][CH3:65])(=[O:55])=[O:54])[CH2:52][CH2:51]1.CCN(C(C)C)C(C)C.F[P-](F)(F)(F)(F)F.N1(O[P+](N(C)C)(N(C)C)N(C)C)C2C=CC=CC=2N=N1. The catalyst is CN(C=O)C.C(Cl)Cl.Cl.C(#N)C. The product is [NH2:60][C:59]1[CH:61]=[CH:62][C:56]([S:53]([CH:50]2[CH2:52][CH2:51]2)(=[O:55])=[O:54])=[C:57]([CH2:63][N:64]([CH3:65])[C:44]([CH:45]([NH:17][C:18]2[CH:19]=[C:20]3[C:25](=[CH:26][CH:27]=2)[C:24]([N:28]([C:29]([O:31][C:32]([CH3:33])([CH3:34])[CH3:35])=[O:30])[C:36](=[O:37])[O:38][C:39]([CH3:42])([CH3:41])[CH3:40])=[N:23][CH:22]=[CH:21]3)[C:9]2[CH:10]=[C:11]([CH3:12])[C:6]([C:2]([F:5])([F:1])[CH2:3][OH:4])=[C:7]([CH3:16])[CH:8]=2)=[O:48])[CH:58]=1. The yield is 0.349. (2) The reactants are Br[C:2]1[CH:3]=[CH:4][C:5]2[NH:6][C:7]3[C:12]([C:13]=2[CH:14]=1)=[CH:11][C:10](Br)=[CH:9][CH:8]=3.B(O)(O)[C:17]1[CH:22]=[CH:21][C:20]([N:23]([C:30]2[CH:35]=[CH:34][CH:33]=[CH:32][CH:31]=2)[C:24]2[CH:29]=[CH:28][CH:27]=[CH:26][CH:25]=2)=[CH:19][CH:18]=1.[C:53]1([CH3:58])[CH:54]=[CH:55][CH:56]=[CH:57][C:52]=1P([C:52]1[CH:57]=[CH:56][CH:55]=[CH:54][C:53]=1[CH3:58])[C:52]1[CH:57]=[CH:56][CH:55]=[CH:54][C:53]=1[CH3:58].C(=O)([O-])[O-].[K+].[K+]. The catalyst is C([O-])(=O)C.[Pd+2].C([O-])(=O)C.C1(C)C=CC=CC=1.C(O)C. The product is [CH:8]1[C:7]2[NH:6][C:5]3[C:13](=[CH:14][C:2]([C:17]4[CH:22]=[CH:21][C:20]([N:23]([C:30]5[CH:35]=[CH:34][CH:33]=[CH:32][CH:31]=5)[C:24]5[CH:29]=[CH:28][CH:27]=[CH:26][CH:25]=5)=[CH:19][CH:18]=4)=[CH:3][CH:4]=3)[C:12]=2[CH:11]=[C:58]([C:53]2[CH:52]=[CH:57][C:56]([N:6]([C:5]3[CH:13]=[CH:14][CH:2]=[CH:3][CH:4]=3)[C:7]3[CH:8]=[CH:9][CH:10]=[CH:11][CH:12]=3)=[CH:55][CH:54]=2)[CH:9]=1. The yield is 0.510. (3) The reactants are [N+:1]([C:4]1[CH:15]=[CH:14][C:7]2[NH:8][C:9](=[O:13])[CH2:10][CH2:11][CH2:12][C:6]=2[CH:5]=1)([O-:3])=[O:2].[H-].[Na+].[CH3:18]I. The catalyst is CN(C=O)C. The product is [CH3:18][N:8]1[C:9](=[O:13])[CH2:10][CH2:11][CH2:12][C:6]2[CH:5]=[C:4]([N+:1]([O-:3])=[O:2])[CH:15]=[CH:14][C:7]1=2. The yield is 0.870.